This data is from Catalyst prediction with 721,799 reactions and 888 catalyst types from USPTO. The task is: Predict which catalyst facilitates the given reaction. (1) Reactant: [NH2:1][C:2]1[C:7]([C:8]#[N:9])=[C:6]([CH2:10][CH3:11])[N:5]=[C:4]([NH2:12])[CH:3]=1.[C:13](Cl)([CH3:15])=[O:14]. Product: [NH2:1][C:2]1[C:7]([C:8]#[N:9])=[C:6]([CH2:10][CH3:11])[N:5]=[C:4]([NH:12][C:13](=[O:14])[CH3:15])[CH:3]=1. The catalyst class is: 17. (2) Reactant: [C:1]12([C:11]3[CH:12]=[C:13]([CH:29]=[CH:30][C:31]=3[O:32][CH3:33])[C:14]([O:16][NH:17][C:18]([C:20]3[CH:21]=[C:22]4[C:26](=[CH:27][CH:28]=3)[NH:25][CH:24]=[CH:23]4)=[NH:19])=O)[CH2:10][CH:5]3[CH2:6][CH:7]([CH2:9][CH:3]([CH2:4]3)[CH2:2]1)[CH2:8]2.CCCC[N+](CCCC)(CCCC)CCCC.[F-].C1COCC1. Product: [NH:25]1[C:26]2[C:22](=[CH:21][C:20]([C:18]3[N:19]=[C:14]([C:13]4[CH:29]=[CH:30][C:31]([O:32][CH3:33])=[C:11]([C:1]56[CH2:10][CH:5]7[CH2:6][CH:7]([CH2:9][CH:3]([CH2:4]7)[CH2:2]5)[CH2:8]6)[CH:12]=4)[O:16][N:17]=3)=[CH:28][CH:27]=2)[CH:23]=[CH:24]1. The catalyst class is: 11. (3) Reactant: [CH2:1]([O:8][N:9]1[C:14]2[N:15]=[CH:16][N:17]=[C:18](Cl)[C:13]=2[C:12]([OH:20])=[C:11]([C:21]([O:23]CC)=O)[C:10]1=[O:26])[C:2]1[CH:7]=[CH:6][CH:5]=[CH:4][CH:3]=1.C([N:29]([CH2:32][CH3:33])CC)C.[NH2:34][C:35]1[CH:40]=[CH:39][CH:38]=[CH:37][CH:36]=1. Product: [NH:34]([C:18]1[C:13]2[C:12]([OH:20])=[C:11]([C:21]([NH:29][C:32]3[CH:33]=[CH:4][CH:3]=[CH:2][CH:1]=3)=[O:23])[C:10](=[O:26])[N:9]([O:8][CH2:1][C:2]3[CH:3]=[CH:4][CH:5]=[CH:6][CH:7]=3)[C:14]=2[N:15]=[CH:16][N:17]=1)[C:35]1[CH:40]=[CH:39][CH:38]=[CH:37][CH:36]=1. The catalyst class is: 12. (4) Product: [C:21]([O:25][C:26](=[O:28])[CH2:27][C:34]1[CH:35]=[CH:30][CH:31]=[C:32]([C:36]2([CH3:41])[O:37][CH2:38][CH2:39][O:40]2)[CH:33]=1)([CH3:24])([CH3:23])[CH3:22]. Reactant: N#N.C1(NC2CCCCC2)CCCCC1.[Li]CCCC.[C:21]([O:25][C:26](=[O:28])[CH3:27])([CH3:24])([CH3:23])[CH3:22].Br[C:30]1[CH:31]=[C:32]([C:36]2([CH3:41])[O:40][CH2:39][CH2:38][O:37]2)[CH:33]=[CH:34][CH:35]=1. The catalyst class is: 345. (5) Reactant: [H-].[Na+].C(OP([CH:11]([CH2:17][CH3:18])[C:12]([O:14][CH2:15][CH3:16])=[O:13])(OCC)=O)C.[Br:19][C:20]1[CH:21]=[CH:22][C:23]([N:28]2[CH2:32][CH2:31][CH2:30][CH2:29]2)=[C:24]([CH:27]=1)[CH:25]=O.O. Product: [Br:19][C:20]1[CH:21]=[CH:22][C:23]([N:28]2[CH2:32][CH2:31][CH2:30][CH2:29]2)=[C:24](/[CH:25]=[C:11](\[CH2:17][CH3:18])/[C:12]([O:14][CH2:15][CH3:16])=[O:13])[CH:27]=1. The catalyst class is: 11. (6) Reactant: [Pd:1]([Cl:3])[Cl:2].[Cl-].[Li+].[C:6]12[CH2:12][C:9]([CH2:10][CH2:11]1)=[CH:8][CH:7]=2. Product: [Cl:2][Pd:1][Cl:3].[C:6]12[CH2:12][C:9]([CH2:10][CH2:11]1)=[CH:8][CH:7]=2. The catalyst class is: 5.